From a dataset of NCI-60 drug combinations with 297,098 pairs across 59 cell lines. Regression. Given two drug SMILES strings and cell line genomic features, predict the synergy score measuring deviation from expected non-interaction effect. Drug 1: CCC1(CC2CC(C3=C(CCN(C2)C1)C4=CC=CC=C4N3)(C5=C(C=C6C(=C5)C78CCN9C7C(C=CC9)(C(C(C8N6C)(C(=O)OC)O)OC(=O)C)CC)OC)C(=O)OC)O.OS(=O)(=O)O. Drug 2: CC1C(C(CC(O1)OC2CC(CC3=C2C(=C4C(=C3O)C(=O)C5=C(C4=O)C(=CC=C5)OC)O)(C(=O)CO)O)N)O.Cl. Cell line: OVCAR3. Synergy scores: CSS=41.0, Synergy_ZIP=-4.55, Synergy_Bliss=-5.12, Synergy_Loewe=-3.28, Synergy_HSA=-2.14.